Dataset: Catalyst prediction with 721,799 reactions and 888 catalyst types from USPTO. Task: Predict which catalyst facilitates the given reaction. (1) Reactant: [CH:1]1([C:4]2[O:5][C:6]([C:9]3[CH:10]=[C:11]4[C:15](=[CH:16][CH:17]=3)[N:14](S(C3C=CC(C)=CC=3)(=O)=O)[CH:13]=[C:12]4[C:28]3[CH:33]=[N:32][CH:31]=[C:30]([CH:34]4[CH2:36][CH2:35]4)[N:29]=3)=[N:7][N:8]=2)[CH2:3][CH2:2]1.[OH-].[Na+]. The catalyst class is: 12. Product: [CH:1]1([C:4]2[O:5][C:6]([C:9]3[CH:10]=[C:11]4[C:15](=[CH:16][CH:17]=3)[NH:14][CH:13]=[C:12]4[C:28]3[CH:33]=[N:32][CH:31]=[C:30]([CH:34]4[CH2:36][CH2:35]4)[N:29]=3)=[N:7][N:8]=2)[CH2:3][CH2:2]1. (2) Reactant: [H-].[Na+].[C:3]1([C:9]2[NH:10][C:11]3[C:16]([CH:17]=2)=[CH:15][C:14]([N+:18]([O-:20])=[O:19])=[CH:13][CH:12]=3)[CH:8]=[CH:7][CH:6]=[CH:5][CH:4]=1.[CH3:21]I. Product: [C:3]1([C:9]2[N:10]([CH3:21])[C:11]3[C:16]([CH:17]=2)=[CH:15][C:14]([N+:18]([O-:20])=[O:19])=[CH:13][CH:12]=3)[CH:4]=[CH:5][CH:6]=[CH:7][CH:8]=1. The catalyst class is: 3. (3) Reactant: [CH3:1][S:2][C:3]1[N:8]=[C:7]([Sn](CCCC)(CCCC)CCCC)[CH:6]=[CH:5][N:4]=1.Br[C:23]1[N:28]=[C:27]([C:29]2[N:33]3[N:34]=[C:35]([N:38]4[CH2:42][CH2:41][CH2:40][C@@H:39]4[C:43]4[CH:48]=[CH:47][CH:46]=[C:45]([F:49])[CH:44]=4)[CH:36]=[CH:37][C:32]3=[N:31][CH:30]=2)[CH:26]=[CH:25][CH:24]=1. Product: [F:49][C:45]1[CH:44]=[C:43]([C@H:39]2[CH2:40][CH2:41][CH2:42][N:38]2[C:35]2[CH:36]=[CH:37][C:32]3[N:33]([C:29]([C:27]4[CH:26]=[CH:25][CH:24]=[C:23]([C:7]5[CH:6]=[CH:5][N:4]=[C:3]([S:2][CH3:1])[N:8]=5)[N:28]=4)=[CH:30][N:31]=3)[N:34]=2)[CH:48]=[CH:47][CH:46]=1. The catalyst class is: 109. (4) Reactant: [Cl:1][C:2]1[CH:3]=[C:4]2[C:12](=[O:13])[C:11]3[CH:14]=[C:15]([CH:18]=[CH2:19])[CH:16]=[CH:17][C:10]=3[CH:9]=[CH:8][C:5]2=[N:6][CH:7]=1.BrN1C(=[O:26])CCC1=O.CC([O-])(C)C.[K+]. Product: [Cl:1][C:2]1[CH:3]=[C:4]2[C:12](=[O:13])[C:11]3[CH:14]=[C:15]([CH:18]4[CH2:19][O:26]4)[CH:16]=[CH:17][C:10]=3[CH:9]=[CH:8][C:5]2=[N:6][CH:7]=1. The catalyst class is: 58. (5) Reactant: [C:1]([O:5][C:6](=[O:31])[NH:7][C:8]1([C:12]2[CH:17]=[CH:16][C:15]([C:18](=O)[C:19]([C:24]3[CH:29]=[CH:28][CH:27]=[CH:26][CH:25]=3)=[CH:20]N(C)C)=[CH:14][CH:13]=2)[CH2:11][CH2:10][CH2:9]1)([CH3:4])([CH3:3])[CH3:2].[NH2:32][C:33]1[CH2:38][CH2:37][CH2:36][C:35](=[O:39])[CH:34]=1. Product: [C:1]([O:5][C:6](=[O:31])[NH:7][C:8]1([C:12]2[CH:13]=[CH:14][C:15]([C:18]3[C:19]([C:24]4[CH:29]=[CH:28][CH:27]=[CH:26][CH:25]=4)=[CH:20][C:34]4[C:35](=[O:39])[CH2:36][CH2:37][CH2:38][C:33]=4[N:32]=3)=[CH:16][CH:17]=2)[CH2:9][CH2:10][CH2:11]1)([CH3:4])([CH3:2])[CH3:3]. The catalyst class is: 15. (6) Reactant: [CH2:1]([C:8]1[C:9](Cl)=[N:10][C:11]2[C:16]([N:17]=1)=[CH:15][CH:14]=[CH:13][CH:12]=2)[C:2]1[CH:7]=[CH:6][CH:5]=[CH:4][CH:3]=1.[CH3:19][N:20]1[CH2:25][CH2:24][NH:23][CH2:22][CH2:21]1. Product: [CH2:1]([C:8]1[C:9]([N:23]2[CH2:24][CH2:25][N:20]([CH3:19])[CH2:21][CH2:22]2)=[N:10][C:11]2[C:16]([N:17]=1)=[CH:15][CH:14]=[CH:13][CH:12]=2)[C:2]1[CH:7]=[CH:6][CH:5]=[CH:4][CH:3]=1. The catalyst class is: 6. (7) Reactant: [CH3:1][C:2]1[C:3]([CH2:7][NH2:8])=[N:4][O:5][N:6]=1.C([N:17]=[C:18]=[S:19])(=O)C1C=CC=CC=1.N. Product: [CH3:1][C:2]1[C:3]([CH2:7][NH:8][C:18]([NH2:17])=[S:19])=[N:4][O:5][N:6]=1. The catalyst class is: 5.